This data is from Peptide-MHC class II binding affinity with 134,281 pairs from IEDB. The task is: Regression. Given a peptide amino acid sequence and an MHC pseudo amino acid sequence, predict their binding affinity value. This is MHC class II binding data. (1) The peptide sequence is QVPLVQQQQYLGQQQP. The MHC is H-2-IEd with pseudo-sequence H-2-IEd. The binding affinity (normalized) is 0.173. (2) The MHC is DRB1_0405 with pseudo-sequence DRB1_0405. The binding affinity (normalized) is 0. The peptide sequence is PVTEEPGMAKIPAGE. (3) The peptide sequence is PEKEVLMWKFDSRLAFHH. The MHC is DRB1_0401 with pseudo-sequence DRB1_0401. The binding affinity (normalized) is 0.450. (4) The peptide sequence is VTTLMKTSCSKNEAEKLI. The MHC is DRB1_0101 with pseudo-sequence DRB1_0101. The binding affinity (normalized) is 0. (5) The peptide sequence is AASLLDEDMDALEEA. The MHC is DRB3_0202 with pseudo-sequence DRB3_0202. The binding affinity (normalized) is 0.0361. (6) The peptide sequence is AMYMALIAAFSIRPGK. The MHC is HLA-DQA10201-DQB10402 with pseudo-sequence HLA-DQA10201-DQB10402. The binding affinity (normalized) is 0.898. (7) The peptide sequence is SGTNNKTMAVCTNAK. The MHC is HLA-DQA10501-DQB10201 with pseudo-sequence HLA-DQA10501-DQB10201. The binding affinity (normalized) is 0.0398.